This data is from Forward reaction prediction with 1.9M reactions from USPTO patents (1976-2016). The task is: Predict the product of the given reaction. (1) Given the reactants Br[C:2]1[CH:7]=[CH:6][C:5]([C:8]2[N:12]3[N:13]=[C:14]([C:17]4[CH:22]=[CH:21][C:20]([O:23][CH3:24])=[C:19]([O:25][CH3:26])[CH:18]=4)[CH:15]=[CH:16][C:11]3=[N:10][C:9]=2[CH3:27])=[CH:4][CH:3]=1.[N:28]1[CH:33]=[C:32](B(O)O)[CH:31]=[N:30][CH:29]=1.[O-]P([O-])([O-])=O.[K+].[K+].[K+].COC1C=CC=C(OC)C=1C1C=CC=CC=1P(C1CCCCC1)C1CCCCC1.C([O-])([O-])=O.[K+].[K+], predict the reaction product. The product is: [CH3:26][O:25][C:19]1[CH:18]=[C:17]([C:14]2[CH:15]=[CH:16][C:11]3[N:12]([C:8]([C:5]4[CH:6]=[CH:7][C:2]([C:32]5[CH:33]=[N:28][CH:29]=[N:30][CH:31]=5)=[CH:3][CH:4]=4)=[C:9]([CH3:27])[N:10]=3)[N:13]=2)[CH:22]=[CH:21][C:20]=1[O:23][CH3:24]. (2) Given the reactants [H-].[H-].[H-].[H-].[Li+].[Al+3].[NH2:7][C:8]1[C:13]([C:14](OCC)=[O:15])=[CH:12][N:11]=[C:10]([S:19][CH3:20])[N:9]=1, predict the reaction product. The product is: [NH2:7][C:8]1[C:13]([CH2:14][OH:15])=[CH:12][N:11]=[C:10]([S:19][CH3:20])[N:9]=1.